From a dataset of NCI-60 drug combinations with 297,098 pairs across 59 cell lines. Regression. Given two drug SMILES strings and cell line genomic features, predict the synergy score measuring deviation from expected non-interaction effect. (1) Drug 1: CC12CCC(CC1=CCC3C2CCC4(C3CC=C4C5=CN=CC=C5)C)O. Drug 2: CN1CCC(CC1)COC2=C(C=C3C(=C2)N=CN=C3NC4=C(C=C(C=C4)Br)F)OC. Cell line: NCI-H226. Synergy scores: CSS=17.9, Synergy_ZIP=0.244, Synergy_Bliss=4.27, Synergy_Loewe=1.65, Synergy_HSA=3.03. (2) Drug 1: C1=NC2=C(N1)C(=S)N=C(N2)N. Drug 2: CC1=C(C(=CC=C1)Cl)NC(=O)C2=CN=C(S2)NC3=CC(=NC(=N3)C)N4CCN(CC4)CCO. Cell line: TK-10. Synergy scores: CSS=44.8, Synergy_ZIP=-6.30, Synergy_Bliss=-1.64, Synergy_Loewe=-7.06, Synergy_HSA=1.84. (3) Drug 1: CC1=C2C(C(=O)C3(C(CC4C(C3C(C(C2(C)C)(CC1OC(=O)C(C(C5=CC=CC=C5)NC(=O)OC(C)(C)C)O)O)OC(=O)C6=CC=CC=C6)(CO4)OC(=O)C)OC)C)OC. Drug 2: C1=CN(C(=O)N=C1N)C2C(C(C(O2)CO)O)O.Cl. Cell line: A549. Synergy scores: CSS=47.9, Synergy_ZIP=-8.53, Synergy_Bliss=-11.7, Synergy_Loewe=-6.41, Synergy_HSA=-4.31. (4) Drug 1: C1CN1P(=S)(N2CC2)N3CC3. Drug 2: CC1C(C(CC(O1)OC2CC(CC3=C2C(=C4C(=C3O)C(=O)C5=CC=CC=C5C4=O)O)(C(=O)C)O)N)O. Cell line: UO-31. Synergy scores: CSS=53.7, Synergy_ZIP=-0.177, Synergy_Bliss=3.81, Synergy_Loewe=-20.1, Synergy_HSA=4.37. (5) Drug 1: COC1=C(C=C2C(=C1)N=CN=C2NC3=CC(=C(C=C3)F)Cl)OCCCN4CCOCC4. Cell line: SNB-19. Drug 2: CC1=CC=C(C=C1)C2=CC(=NN2C3=CC=C(C=C3)S(=O)(=O)N)C(F)(F)F. Synergy scores: CSS=3.70, Synergy_ZIP=-3.58, Synergy_Bliss=-3.42, Synergy_Loewe=-4.54, Synergy_HSA=-2.59. (6) Drug 1: C1=C(C(=O)NC(=O)N1)F. Drug 2: CN1C2=C(C=C(C=C2)N(CCCl)CCCl)N=C1CCCC(=O)O.Cl. Cell line: DU-145. Synergy scores: CSS=31.6, Synergy_ZIP=-0.620, Synergy_Bliss=-3.52, Synergy_Loewe=-16.6, Synergy_HSA=-5.55. (7) Drug 1: CCC(=C(C1=CC=CC=C1)C2=CC=C(C=C2)OCCN(C)C)C3=CC=CC=C3.C(C(=O)O)C(CC(=O)O)(C(=O)O)O. Drug 2: COCCOC1=C(C=C2C(=C1)C(=NC=N2)NC3=CC=CC(=C3)C#C)OCCOC.Cl. Cell line: HOP-62. Synergy scores: CSS=8.64, Synergy_ZIP=-10.5, Synergy_Bliss=-22.0, Synergy_Loewe=-6.50, Synergy_HSA=-13.4. (8) Drug 1: CS(=O)(=O)C1=CC(=C(C=C1)C(=O)NC2=CC(=C(C=C2)Cl)C3=CC=CC=N3)Cl. Drug 2: CC1=C(N=C(N=C1N)C(CC(=O)N)NCC(C(=O)N)N)C(=O)NC(C(C2=CN=CN2)OC3C(C(C(C(O3)CO)O)O)OC4C(C(C(C(O4)CO)O)OC(=O)N)O)C(=O)NC(C)C(C(C)C(=O)NC(C(C)O)C(=O)NCCC5=NC(=CS5)C6=NC(=CS6)C(=O)NCCC[S+](C)C)O. Cell line: UACC62. Synergy scores: CSS=3.13, Synergy_ZIP=-2.74, Synergy_Bliss=-0.995, Synergy_Loewe=-4.95, Synergy_HSA=-1.27. (9) Drug 1: CC1C(C(=O)NC(C(=O)N2CCCC2C(=O)N(CC(=O)N(C(C(=O)O1)C(C)C)C)C)C(C)C)NC(=O)C3=C4C(=C(C=C3)C)OC5=C(C(=O)C(=C(C5=N4)C(=O)NC6C(OC(=O)C(N(C(=O)CN(C(=O)C7CCCN7C(=O)C(NC6=O)C(C)C)C)C)C(C)C)C)N)C. Drug 2: C1=NC2=C(N=C(N=C2N1C3C(C(C(O3)CO)O)O)F)N. Cell line: 786-0. Synergy scores: CSS=12.6, Synergy_ZIP=-6.91, Synergy_Bliss=1.25, Synergy_Loewe=-17.3, Synergy_HSA=-1.48. (10) Drug 1: C1=CC=C(C(=C1)C(C2=CC=C(C=C2)Cl)C(Cl)Cl)Cl. Drug 2: C1CNP(=O)(OC1)N(CCCl)CCCl. Cell line: K-562. Synergy scores: CSS=16.4, Synergy_ZIP=-2.92, Synergy_Bliss=2.56, Synergy_Loewe=12.2, Synergy_HSA=3.84.